From a dataset of Full USPTO retrosynthesis dataset with 1.9M reactions from patents (1976-2016). Predict the reactants needed to synthesize the given product. (1) Given the product [NH2:1][C:2]1[CH:9]=[C:8]([Cl:10])[CH:7]=[CH:6][C:3]=1[C:18](=[O:17])[CH3:19], predict the reactants needed to synthesize it. The reactants are: [NH2:1][C:2]1[CH:9]=[C:8]([Cl:10])[CH:7]=[CH:6][C:3]=1C#N.C[Mg]Cl.Cl.C([O:17][CH2:18][CH3:19])C. (2) Given the product [F:17][C:12]1[C:11]2[CH:10]=[C:9]3[C:18]4[N:19]=[C:2]([C:39]5[C:40]([N:42]([CH3:47])[S:43]([CH3:46])(=[O:45])=[O:44])=[CH:41][C:31]6[O:30][C:29]([C:26]7[CH:27]=[CH:28][C:23]([F:22])=[CH:24][CH:25]=7)=[C:33]([C:34]([NH:36][CH3:37])=[O:35])[C:32]=6[CH:38]=5)[CH:3]=[CH:4][C:5]=4[NH:6][C:7]([CH3:21])([CH3:20])[N:8]3[C:16]=2[CH:15]=[CH:14][CH:13]=1, predict the reactants needed to synthesize it. The reactants are: Cl[C:2]1[CH:3]=[CH:4][C:5]2[NH:6][C:7]([CH3:21])([CH3:20])[N:8]3[C:16]4[CH:15]=[CH:14][CH:13]=[C:12]([F:17])[C:11]=4[CH:10]=[C:9]3[C:18]=2[N:19]=1.[F:22][C:23]1[CH:28]=[CH:27][C:26]([C:29]2[O:30][C:31]3[CH:41]=[C:40]([N:42]([CH3:47])[S:43]([CH3:46])(=[O:45])=[O:44])[C:39](B4OC(C)(C)C(C)(C)O4)=[CH:38][C:32]=3[C:33]=2[C:34]([NH:36][CH3:37])=[O:35])=[CH:25][CH:24]=1.C([O-])([O-])=O.[Cs+].[Cs+]. (3) The reactants are: Cl[C:2]1[C:11]([CH3:12])=[C:10]([Cl:13])[C:9]2[C:4](=[CH:5][C:6]([F:14])=[CH:7][CH:8]=2)[N:3]=1.[C:15]([C:17]1[CH:18]=[C:19](B(O)O)[CH:20]=[CH:21][CH:22]=1)#[N:16].O. Given the product [Cl:13][C:10]1[C:9]2[C:4](=[CH:5][C:6]([F:14])=[CH:7][CH:8]=2)[N:3]=[C:2]([C:21]2[CH:22]=[C:17]([CH:18]=[CH:19][CH:20]=2)[C:15]#[N:16])[C:11]=1[CH3:12], predict the reactants needed to synthesize it. (4) Given the product [NH2:16][C:12]1[CH:13]=[CH:14][CH:15]=[C:3]([F:2])[C:4]=1[C:5]([NH:7][CH2:8][C:9]([OH:11])=[O:10])=[O:6], predict the reactants needed to synthesize it. The reactants are: [In].[F:2][C:3]1[CH:15]=[CH:14][CH:13]=[C:12]([N+:16]([O-])=O)[C:4]=1[C:5]([NH:7][CH2:8][C:9]([OH:11])=[O:10])=[O:6].